The task is: Regression. Given a peptide amino acid sequence and an MHC pseudo amino acid sequence, predict their binding affinity value. This is MHC class I binding data.. This data is from Peptide-MHC class I binding affinity with 185,985 pairs from IEDB/IMGT. (1) The peptide sequence is KYYNDILKL. The MHC is HLA-A26:01 with pseudo-sequence HLA-A26:01. The binding affinity (normalized) is 0.0847. (2) The MHC is HLA-A03:01 with pseudo-sequence HLA-A03:01. The binding affinity (normalized) is 0.803. The peptide sequence is SSCKMALLFK. (3) The peptide sequence is NPIINTHSF. The MHC is HLA-B07:02 with pseudo-sequence HLA-B07:02. The binding affinity (normalized) is 0.899. (4) The peptide sequence is ATATWFQYY. The MHC is HLA-A01:01 with pseudo-sequence HLA-A01:01. The binding affinity (normalized) is 0.739. (5) The peptide sequence is MWYWGPSLY. The MHC is HLA-A02:03 with pseudo-sequence HLA-A02:03. The binding affinity (normalized) is 0. (6) The peptide sequence is TSFVYVPSA. The MHC is Patr-A0101 with pseudo-sequence Patr-A0101. The binding affinity (normalized) is 0.